Task: Predict the reaction yield, written as a fraction of the theoretical maximum amount of product (1.0 means a 100% yield; for example, 0.34 means a 34% yield).. Dataset: Reaction yield outcomes from USPTO patents with 853,638 reactions The reactants are [CH2:1]([O:3][C:4](=[O:18])[C:5]1[CH:10]=[C:9]([N+:11]([O-:13])=[O:12])[CH:8]=[C:7]([N+:14]([O-:16])=[O:15])[C:6]=1[CH3:17])[CH3:2].CO[CH:21]([N:24]([CH3:26])[CH3:25])OC. The catalyst is CN(C=O)C. The product is [CH2:1]([O:3][C:4](=[O:18])[C:5]1[CH:10]=[C:9]([N+:11]([O-:13])=[O:12])[CH:8]=[C:7]([N+:14]([O-:16])=[O:15])[C:6]=1[CH:17]=[CH:21][N:24]([CH3:26])[CH3:25])[CH3:2]. The yield is 0.480.